Dataset: Reaction yield outcomes from USPTO patents with 853,638 reactions. Task: Predict the reaction yield, written as a fraction of the theoretical maximum amount of product (1.0 means a 100% yield; for example, 0.34 means a 34% yield). (1) The reactants are C1(P(C2C=CC=CC=2)C2C=CC=CC=2)C=CC=CC=1.[Cl:20][C:21]1[CH:26]=[CH:25][CH:24]=[CH:23][C:22]=1[OH:27].[CH2:28]([N:35]1[CH2:40][CH2:39][CH:38](O)[CH2:37][CH2:36]1)[C:29]1[CH:34]=[CH:33][CH:32]=[CH:31][CH:30]=1. The catalyst is ClCCl. The product is [CH2:28]([N:35]1[CH2:40][CH2:39][CH:38]([O:27][C:22]2[CH:23]=[CH:24][CH:25]=[CH:26][C:21]=2[Cl:20])[CH2:37][CH2:36]1)[C:29]1[CH:34]=[CH:33][CH:32]=[CH:31][CH:30]=1. The yield is 0.890. (2) The reactants are [Cl:1][C:2]1[CH:7]=[CH:6][CH:5]=[C:4]([Cl:8])[C:3]=1[C:9]1[C:13]([CH2:14][O:15][C:16]2[CH:17]=[C:18]3[C:23](=[CH:24][CH:25]=2)[CH:22]=[C:21]([C:26]2[CH:27]=[C:28]([CH:30]=[CH:31][CH:32]=2)[NH2:29])[CH:20]=[CH:19]3)=[C:12]([CH:33]([CH3:35])[CH3:34])[O:11][N:10]=1.CN1[CH2:42][CH2:41][O:40]CC1.[C:43](Cl)(=[O:45])[CH3:44].O. The product is [C:43]([N:29]([C:28]1[CH:30]=[CH:31][CH:32]=[C:26]([C:21]2[CH:20]=[CH:19][C:18]3[C:23](=[CH:24][CH:25]=[C:16]([O:15][CH2:14][C:13]4[C:9]([C:3]5[C:2]([Cl:1])=[CH:7][CH:6]=[CH:5][C:4]=5[Cl:8])=[N:10][O:11][C:12]=4[CH:33]([CH3:35])[CH3:34])[CH:17]=3)[CH:22]=2)[CH:27]=1)[C:41](=[O:40])[CH3:42])(=[O:45])[CH3:44]. The catalyst is ClCCl. The yield is 0.310.